This data is from Full USPTO retrosynthesis dataset with 1.9M reactions from patents (1976-2016). The task is: Predict the reactants needed to synthesize the given product. (1) The reactants are: [CH2:1]([C:3]1[S:4][C:5]([C:13]2[CH:18]=[CH:17][C:16]([C:19]([F:22])([F:21])[F:20])=[CH:15][CH:14]=2)=[CH:6][C:7]=1[C:8](OCC)=[O:9])[CH3:2].[H-].[Al+3].[Li+].[H-].[H-].[H-].O. Given the product [CH2:1]([C:3]1[S:4][C:5]([C:13]2[CH:18]=[CH:17][C:16]([C:19]([F:22])([F:20])[F:21])=[CH:15][CH:14]=2)=[CH:6][C:7]=1[CH:8]=[O:9])[CH3:2], predict the reactants needed to synthesize it. (2) Given the product [Cl:1][C:2]1[CH:7]=[C:6]([CH:5]=[CH:4][C:3]=1[N:10]1[CH2:15][CH2:14][NH:13][CH2:12][CH2:11]1)[CH:8]=[O:9], predict the reactants needed to synthesize it. The reactants are: [Cl:1][C:2]1[CH:7]=[C:6]([CH:8]=[O:9])[CH:5]=[CH:4][C:3]=1[N:10]1[CH2:15][CH2:14][N:13](C(OC(C)(C)C)=O)[CH2:12][CH2:11]1.FC(F)(F)C(O)=O. (3) Given the product [Cl:1][C:2]1[N:3]=[C:4]([CH2:8][N:12]2[CH:13]=[CH:14][CH:15]=[CH:16][C:11]2=[O:10])[CH:5]=[CH:6][CH:7]=1, predict the reactants needed to synthesize it. The reactants are: [Cl:1][C:2]1[CH:7]=[CH:6][CH:5]=[C:4]([CH2:8]Cl)[N:3]=1.[OH:10][C:11]1[CH:16]=[CH:15][CH:14]=[CH:13][N:12]=1.C([O-])([O-])=O.[Cs+].[Cs+]. (4) Given the product [CH2:1]([N:4]1[CH:8]=[C:7]([C:9]([O:11][CH2:12][CH3:13])=[O:10])[N:6]=[C:5]1[Br:21])[CH:2]=[CH2:3], predict the reactants needed to synthesize it. The reactants are: [CH2:1]([N:4]1[CH:8]=[C:7]([C:9]([O:11][CH2:12][CH3:13])=[O:10])[N:6]=[CH:5]1)[CH:2]=[CH2:3].C1C(=O)N([Br:21])C(=O)C1. (5) Given the product [NH2:11][C:10]1[N:12]=[C:13]([S:14][CH3:15])[N:5]=[C:4]([CH:3]([OH:2])[CH3:7])[N:6]=1, predict the reactants needed to synthesize it. The reactants are: Cl.[OH:2][CH:3]([CH3:7])[C:4](=[NH:6])[NH2:5].[H-].[Na+].[C:10]([N:12]=[C:13](SC)[S:14][CH3:15])#[N:11]. (6) Given the product [CH3:25][O:24][C:7]1[CH:6]=[CH:5][C:4]2[N:3]=[C:2]([NH:26][C:27]3[CH:28]=[CH:29][C:30]([N:33]4[CH2:38][CH2:37][O:36][CH2:35][C:34]4=[O:39])=[CH:31][CH:32]=3)[C:11]3=[N:12][NH:13][CH:14]=[C:10]3[C:9]=2[CH:8]=1, predict the reactants needed to synthesize it. The reactants are: Cl[C:2]1[C:11]2=[N:12][N:13](CC3C=CC(OC)=CC=3)[CH:14]=[C:10]2[C:9]2[CH:8]=[C:7]([O:24][CH3:25])[CH:6]=[CH:5][C:4]=2[N:3]=1.[NH2:26][C:27]1[CH:32]=[CH:31][C:30]([N:33]2[CH2:38][CH2:37][O:36][CH2:35][C:34]2=[O:39])=[CH:29][CH:28]=1.Cl. (7) Given the product [CH:1]([N:4]1[C:8]2[N:9]=[C:10]([C@H:14]3[C@H:18]([CH3:19])[CH2:17][N:16]([CH2:26][C:25]4[CH:24]=[N:23][C:22]([O:21][CH3:20])=[CH:29][CH:28]=4)[CH2:15]3)[NH:11][C:12](=[O:13])[C:7]=2[CH:6]=[N:5]1)([CH3:3])[CH3:2], predict the reactants needed to synthesize it. The reactants are: [CH:1]([N:4]1[C:8]2[N:9]=[C:10]([C@H:14]3[C@H:18]([CH3:19])[CH2:17][NH:16][CH2:15]3)[NH:11][C:12](=[O:13])[C:7]=2[CH:6]=[N:5]1)([CH3:3])[CH3:2].[CH3:20][O:21][C:22]1[CH:29]=[CH:28][C:25]([CH:26]=O)=[CH:24][N:23]=1. (8) Given the product [CH2:1]([O:8][CH2:9][CH2:10][O:11][C:12]1[C:17]([CH3:18])=[CH:16][C:15]([C:19]2[N:28]=[C:27]([Cl:37])[C:26]3[C:21](=[CH:22][C:23]([O:32][CH3:33])=[CH:24][C:25]=3[O:30][CH3:31])[N:20]=2)=[CH:14][C:13]=1[CH3:34])[C:2]1[CH:7]=[CH:6][CH:5]=[CH:4][CH:3]=1, predict the reactants needed to synthesize it. The reactants are: [CH2:1]([O:8][CH2:9][CH2:10][O:11][C:12]1[C:17]([CH3:18])=[CH:16][C:15]([C:19]2[NH:28][C:27](=O)[C:26]3[C:21](=[CH:22][C:23]([O:32][CH3:33])=[CH:24][C:25]=3[O:30][CH3:31])[N:20]=2)=[CH:14][C:13]=1[CH3:34])[C:2]1[CH:7]=[CH:6][CH:5]=[CH:4][CH:3]=1.P(Cl)(Cl)([Cl:37])=O. (9) Given the product [CH2:9]([S:8][C:7]1[N:6]=[CH:5][C:4]([NH:16][C:17](=[O:26])[O:18][CH2:19][C:20]2[CH:25]=[CH:24][CH:23]=[CH:22][CH:21]=2)=[CH:3][C:2]=1[NH:1][S:28]([CH3:27])(=[O:30])=[O:29])[C:10]1[CH:11]=[CH:12][CH:13]=[CH:14][CH:15]=1, predict the reactants needed to synthesize it. The reactants are: [NH2:1][C:2]1[CH:3]=[C:4]([NH:16][C:17](=[O:26])[O:18][CH2:19][C:20]2[CH:25]=[CH:24][CH:23]=[CH:22][CH:21]=2)[CH:5]=[N:6][C:7]=1[S:8][CH2:9][C:10]1[CH:15]=[CH:14][CH:13]=[CH:12][CH:11]=1.[CH3:27][S:28](Cl)(=[O:30])=[O:29].